This data is from Catalyst prediction with 721,799 reactions and 888 catalyst types from USPTO. The task is: Predict which catalyst facilitates the given reaction. (1) Reactant: [C:1]1([S:7]([N:10]2[C:18]3[C:13](=[CH:14][C:15]([C:19]4[CH:24]=[CH:23][C:22]([N:25]5[CH2:30][CH2:29][N:28]([CH3:31])[CH2:27][CH2:26]5)=[CH:21][CH:20]=4)=[CH:16][CH:17]=3)[C:12]3[C:32](Cl)=[CH:33][CH:34]=[N:35][C:11]2=3)(=[O:9])=[O:8])[CH:6]=[CH:5][CH:4]=[CH:3][CH:2]=1.[CH2:37]([N:44]1[CH2:49][CH2:48][NH:47][CH2:46][CH2:45]1)[C:38]1[CH:43]=[CH:42][CH:41]=[CH:40][CH:39]=1. Product: [CH2:37]([N:44]1[CH2:49][CH2:48][N:47]([C:32]2[C:12]3[C:13]4[C:18](=[CH:17][CH:16]=[C:15]([C:19]5[CH:24]=[CH:23][C:22]([N:25]6[CH2:30][CH2:29][N:28]([CH3:31])[CH2:27][CH2:26]6)=[CH:21][CH:20]=5)[CH:14]=4)[N:10]([S:7]([C:1]4[CH:6]=[CH:5][CH:4]=[CH:3][CH:2]=4)(=[O:9])=[O:8])[C:11]=3[N:35]=[CH:34][CH:33]=2)[CH2:46][CH2:45]1)[C:38]1[CH:39]=[CH:40][CH:41]=[CH:42][CH:43]=1. The catalyst class is: 2. (2) Reactant: [CH3:1][CH:2]([CH2:4][CH2:5][CH2:6][C@H:7]([CH2:9][CH2:10][CH2:11][C@H:12]([CH2:14][CH2:15][CH2:16]/[C:17](=[CH:19]/[CH2:20][OH:21])/[CH3:18])[CH3:13])[CH3:8])[CH3:3].[H][H]. Product: [CH2:20]([OH:21])[CH2:19][CH:17]([CH2:16][CH2:15][CH2:14][CH:12]([CH2:11][CH2:10][CH2:9][CH:7]([CH2:6][CH2:5][CH2:4][CH:2]([CH3:3])[CH3:1])[CH3:8])[CH3:13])[CH3:18]. The catalyst class is: 181. (3) Reactant: [C:1]([NH:14][C@H:15]([CH2:39][NH:40][C:41](=[O:53])[CH2:42][CH2:43][CH2:44][CH2:45][CH2:46][CH2:47][CH2:48][CH2:49][CH2:50][CH2:51][CH3:52])[CH2:16][S:17][CH2:18][C@H:19]([NH:28]C(=O)OCC1C=CC=CC=1)[C:20]([NH:22][C:23]1([CH2:26][OH:27])[CH2:25][CH2:24]1)=[O:21])(=[O:13])[CH2:2][CH2:3][CH2:4][CH2:5][CH2:6][CH2:7][CH2:8][CH2:9][CH2:10][CH2:11][CH3:12]. Product: [NH2:28][C@H:19]([C:20]([NH:22][C:23]1([CH2:26][OH:27])[CH2:25][CH2:24]1)=[O:21])[CH2:18][S:17][CH2:16][C@H:15]([NH:14][C:1](=[O:13])[CH2:2][CH2:3][CH2:4][CH2:5][CH2:6][CH2:7][CH2:8][CH2:9][CH2:10][CH2:11][CH3:12])[CH2:39][NH:40][C:41](=[O:53])[CH2:42][CH2:43][CH2:44][CH2:45][CH2:46][CH2:47][CH2:48][CH2:49][CH2:50][CH2:51][CH3:52]. The catalyst class is: 320. (4) Reactant: [C:1]([O:9][CH2:10][CH2:11][CH2:12][CH2:13][N:14]=[N+:15]=[N-:16])(=[O:8])[C:2]1[CH:7]=[CH:6][CH:5]=[CH:4][CH:3]=1.[C:17]([O:21][C:22]([CH3:25])([CH3:24])[CH3:23])(=[O:20])[C:18]#[CH:19].O=C1O[C@H]([C@H](CO)O)C(O)=C1O. Product: [C:1]([O:9][CH2:10][CH2:11][CH2:12][CH2:13][N:14]1[CH:19]=[C:18]([C:17]([O:21][C:22]([CH3:25])([CH3:24])[CH3:23])=[O:20])[N:16]=[N:15]1)(=[O:8])[C:2]1[CH:3]=[CH:4][CH:5]=[CH:6][CH:7]=1. The catalyst class is: 664. (5) Reactant: [CH3:1][O:2][C:3](=[O:9])[CH2:4][CH2:5][CH:6]([CH3:8])[CH3:7].[Li+].CC([N-]C(C)C)C.Br[CH2:19][C:20]([O:22][C:23]([CH3:26])([CH3:25])[CH3:24])=[O:21].OP([O-])(O)=O.[K+]. Product: [CH3:1][O:2][C:3](=[O:9])[CH:4]([CH2:5][CH:6]([CH3:8])[CH3:7])[CH2:19][C:20]([O:22][C:23]([CH3:26])([CH3:25])[CH3:24])=[O:21]. The catalyst class is: 1. (6) Reactant: C(OC(=O)[N:7]([CH2:33][C:34]1[CH:43]=[CH:42][C:37]2[O:38][CH2:39][CH2:40][O:41][C:36]=2[CH:35]=1)[CH:8]1[CH2:13][CH2:12][N:11]([CH2:14][CH2:15][N:16]2[C:25]3[C:20](=[C:21]([O:26][CH2:27][C:28]([NH:30][CH3:31])=[O:29])[CH:22]=[CH:23][CH:24]=3)[CH:19]=[CH:18][C:17]2=[O:32])[CH2:10][CH2:9]1)(C)(C)C.FC(F)(F)C(O)=O. Product: [O:38]1[C:37]2[CH:42]=[CH:43][C:34]([CH2:33][NH:7][CH:8]3[CH2:9][CH2:10][N:11]([CH2:14][CH2:15][N:16]4[C:25]5[C:20](=[C:21]([O:26][CH2:27][C:28]([NH:30][CH3:31])=[O:29])[CH:22]=[CH:23][CH:24]=5)[CH:19]=[CH:18][C:17]4=[O:32])[CH2:12][CH2:13]3)=[CH:35][C:36]=2[O:41][CH2:40][CH2:39]1. The catalyst class is: 22.